This data is from Reaction yield outcomes from USPTO patents with 853,638 reactions. The task is: Predict the reaction yield, written as a fraction of the theoretical maximum amount of product (1.0 means a 100% yield; for example, 0.34 means a 34% yield). (1) The reactants are [Cl-].[OH:2][NH3+:3].[C:4](=O)([O-])[OH:5].[Na+].CS(C)=O.C([O:16][C:17]([CH3:56])([CH3:55])[C:18]([O:20][C@H:21]1[CH2:26][CH2:25][C@H:24]([N:27]2[C:32](=[O:33])[C:31]([CH2:34][C:35]3[CH:40]=[CH:39][C:38]([C:41]4[CH:46]=[CH:45][CH:44]=[CH:43][C:42]=4[C:47]#[N:48])=[CH:37][CH:36]=3)=[C:30]([CH2:49][CH2:50][CH3:51])[N:29]3[N:52]=[CH:53][CH:54]=[C:28]23)[CH2:23][CH2:22]1)=[O:19])(=O)C. The catalyst is C(OCC)(=O)C. The product is [OH:16][C:17]([CH3:55])([CH3:56])[C:18]([O:20][C@H:21]1[CH2:22][CH2:23][C@H:24]([N:27]2[C:32](=[O:33])[C:31]([CH2:34][C:35]3[CH:40]=[CH:39][C:38]([C:41]4[CH:46]=[CH:45][CH:44]=[CH:43][C:42]=4[C:47]4[NH:48][C:4](=[O:5])[O:2][N:3]=4)=[CH:37][CH:36]=3)=[C:30]([CH2:49][CH2:50][CH3:51])[N:29]3[N:52]=[CH:53][CH:54]=[C:28]23)[CH2:25][CH2:26]1)=[O:19]. The yield is 0.170. (2) The reactants are [CH3:1][O:2][C:3]1[CH:12]=[CH:11][C:6]([C:7]([O:9]C)=[O:8])=[CH:5][N:4]=1.[OH-].[Na+]. The catalyst is CO. The product is [CH3:1][O:2][C:3]1[CH:12]=[CH:11][C:6]([C:7]([OH:9])=[O:8])=[CH:5][N:4]=1. The yield is 0.820. (3) The reactants are FC(F)(F)S(O[CH2:7][C@H:8]([CH3:11])[CH2:9][F:10])(=O)=O.[NH:14]1[C:22]2[C:17](=[CH:18][CH:19]=[CH:20][CH:21]=2)[C:16]([CH2:23][C@H:24]([NH2:26])[CH3:25])=[CH:15]1.C(N(C(C)C)C(C)C)C. The catalyst is O1CCOCC1.CCOC(C)=O. The product is [NH:14]1[C:22]2[C:17](=[CH:18][CH:19]=[CH:20][CH:21]=2)[C:16]([CH2:23][C@H:24]([NH:26][CH2:7][C@H:8]([CH3:11])[CH2:9][F:10])[CH3:25])=[CH:15]1. The yield is 0.880. (4) The catalyst is CO. The yield is 0.570. The reactants are [C:1]([O:5][C:6](=[O:49])[NH:7][CH:8]1[C:26](=[O:27])[N:25]2[CH:21]([CH2:22][CH:23]([O:28][C:29]3[C:38]4[C:33](=[CH:34][CH:35]=[CH:36][CH:37]=4)[CH:32]=[CH:31][N:30]=3)[CH2:24]2)[C:20](=[O:39])[NH:19][C:18]2([C:40]([NH:42][S:43]([CH:46]3[CH2:48][CH2:47]3)(=[O:45])=[O:44])=[O:41])[CH:16]([CH2:17]2)[CH:15]=[CH:14][CH2:13][CH2:12][CH2:11][CH2:10][CH2:9]1)([CH3:4])([CH3:3])[CH3:2].N(C([O-])=O)=NC([O-])=O.[K+].[K+].C(O)(=O)C. The product is [C:1]([O:5][C:6](=[O:49])[NH:7][CH:8]1[C:26](=[O:27])[N:25]2[CH:21]([CH2:22][CH:23]([O:28][C:29]3[C:38]4[C:33](=[CH:34][CH:35]=[CH:36][CH:37]=4)[CH:32]=[CH:31][N:30]=3)[CH2:24]2)[C:20](=[O:39])[NH:19][C:18]2([C:40]([NH:42][S:43]([CH:46]3[CH2:48][CH2:47]3)(=[O:44])=[O:45])=[O:41])[CH:16]([CH2:17]2)[CH2:15][CH2:14][CH2:13][CH2:12][CH2:11][CH2:10][CH2:9]1)([CH3:4])([CH3:2])[CH3:3]. (5) The reactants are [CH3:1][O:2][C:3]1[CH:4]=[C:5]2[C:25](=[CH:26][CH:27]=1)[CH2:24][C:8]1[C:9]3[CH:15]=[CH:14][C:13]([O:16][S:17]([C:20]([F:23])([F:22])[F:21])(=[O:19])=[O:18])=[CH:12][C:10]=3[O:11][C:7]=1[C:6]2([CH3:29])[CH3:28].Cl([O-])=[O:31].[Na+].ON1C(=O)C2=CC=CC=C2C1=O.C(Cl)Cl. The catalyst is C(#N)C.O. The product is [CH3:1][O:2][C:3]1[CH:4]=[C:5]2[C:25](=[CH:26][CH:27]=1)[C:24](=[O:31])[C:8]1[C:9]3[CH:15]=[CH:14][C:13]([O:16][S:17]([C:20]([F:21])([F:23])[F:22])(=[O:18])=[O:19])=[CH:12][C:10]=3[O:11][C:7]=1[C:6]2([CH3:29])[CH3:28]. The yield is 0.560. (6) The reactants are Cl.[CH3:2][O:3][C:4]1[C:5](=[O:19])[C:6]([C:16]([OH:18])=O)=[N:7][N:8]([C:10]2[CH:11]=[N:12][CH:13]=[CH:14][CH:15]=2)[CH:9]=1.Cl.[CH3:21][NH:22][O:23][CH3:24].F[B-](F)(F)F.N1(OC(N(C)C)=[N+](C)C)C2C=CC=CC=2N=N1. The catalyst is CN(C=O)C.CCOC(C)=O. The yield is 0.790. The product is [CH3:24][O:23][N:22]([CH3:21])[C:16]([C:6]1[C:5](=[O:19])[C:4]([O:3][CH3:2])=[CH:9][N:8]([C:10]2[CH:11]=[N:12][CH:13]=[CH:14][CH:15]=2)[N:7]=1)=[O:18]. (7) The reactants are Cl[O-:2].[Na+].S(=O)(=O)(O)N.[O:9]1[C:13]2[CH:14]=[CH:15][CH:16]=[CH:17][C:12]=2[CH:11]=[C:10]1[CH:18]1[CH2:23][CH2:22][CH:21]([CH:24]=[O:25])[CH2:20][CH2:19]1. The catalyst is O.O1CCCC1. The product is [O:9]1[C:13]2[CH:14]=[CH:15][CH:16]=[CH:17][C:12]=2[CH:11]=[C:10]1[CH:18]1[CH2:19][CH2:20][CH:21]([C:24]([OH:2])=[O:25])[CH2:22][CH2:23]1. The yield is 1.00. (8) The reactants are [CH3:1][N:2]1[CH2:8][C:7]2[CH:9]=[C:10]([C:13]([O:15]C(C)(C)C)=O)[CH:11]=[CH:12][C:6]=2[NH:5][CH2:4][C:3]1=[O:20].[CH3:21][N:22]1[C:30]2[C:25](=[CH:26][CH:27]=[CH:28][CH:29]=2)[CH:24]=[C:23]1[CH2:31][NH:32][CH3:33].CCN(CC)CC.C1C=CC2N(O)N=NC=2C=1.O.CCN=C=NCCCN(C)C.Cl. No catalyst specified. The product is [CH3:33][N:32]([CH2:31][C:23]1[N:22]([CH3:21])[C:30]2[C:25]([CH:24]=1)=[CH:26][CH:27]=[CH:28][CH:29]=2)[C:13]([C:10]1[CH:11]=[CH:12][C:6]2[NH:5][CH2:4][C:3](=[O:20])[N:2]([CH3:1])[CH2:8][C:7]=2[CH:9]=1)=[O:15]. The yield is 0.920.